Dataset: Forward reaction prediction with 1.9M reactions from USPTO patents (1976-2016). Task: Predict the product of the given reaction. (1) Given the reactants [Cl:1][C:2]1[CH:11]=[CH:10][C:5]([CH2:6][NH:7][CH2:8][CH3:9])=[CH:4][CH:3]=1.[CH2:12]([O:14][C@H:15]([C:28]([O:30][CH2:31][CH3:32])=[O:29])[CH2:16][C:17]1[CH:27]=[CH:26][C:20]([O:21][CH2:22][C:23]([OH:25])=O)=[CH:19][CH:18]=1)[CH3:13].C(N(CC)C(C)C)(C)C.F[B-](F)(F)F.N1(OC(N(C)C)=[N+](C)C)C2C=CC=CC=2N=N1, predict the reaction product. The product is: [Cl:1][C:2]1[CH:3]=[CH:4][C:5]([CH2:6][N:7]([CH2:8][CH3:9])[C:23](=[O:25])[CH2:22][O:21][C:20]2[CH:19]=[CH:18][C:17]([CH2:16][C@H:15]([O:14][CH2:12][CH3:13])[C:28]([O:30][CH2:31][CH3:32])=[O:29])=[CH:27][CH:26]=2)=[CH:10][CH:11]=1. (2) The product is: [C:22]([O:26][C:27]([N:29]1[CH2:34][CH2:33][N:32]([C:35]2[CH:36]=[N:37][C:38]([NH:41][C:7]3[N:8]=[CH:9][C:4]4[C:3]([CH3:21])=[C:2]([Br:1])[C:14](=[O:15])[N:13]([CH:16]5[CH2:20][CH2:19][CH2:18][CH2:17]5)[C:5]=4[N:6]=3)=[CH:39][CH:40]=2)[CH2:31][C:30]1([CH3:43])[CH3:42])=[O:28])([CH3:25])([CH3:23])[CH3:24]. Given the reactants [Br:1][C:2]1[C:14](=[O:15])[N:13]([CH:16]2[CH2:20][CH2:19][CH2:18][CH2:17]2)[C:5]2[N:6]=[C:7](S(C)=O)[N:8]=[CH:9][C:4]=2[C:3]=1[CH3:21].[C:22]([O:26][C:27]([N:29]1[CH2:34][CH2:33][N:32]([C:35]2[CH:36]=[N:37][C:38]([NH2:41])=[CH:39][CH:40]=2)[CH2:31][C:30]1([CH3:43])[CH3:42])=[O:28])([CH3:25])([CH3:24])[CH3:23], predict the reaction product. (3) The product is: [C:20]([O:19][C:17]([NH:16][C:8]1[C:5]2=[N:6][CH:7]=[C:2]([CH:24]3[CH2:26][CH2:25]3)[CH:3]=[C:4]2[O:10][C:9]=1[C:11]([O:13][CH2:14][CH3:15])=[O:12])=[O:18])([CH3:23])([CH3:22])[CH3:21]. Given the reactants Br[C:2]1[CH:3]=[C:4]2[O:10][C:9]([C:11]([O:13][CH2:14][CH3:15])=[O:12])=[C:8]([NH:16][C:17]([O:19][C:20]([CH3:23])([CH3:22])[CH3:21])=[O:18])[C:5]2=[N:6][CH:7]=1.[CH:24]1([B-](F)(F)F)[CH2:26][CH2:25]1.[K+].C([O-])([O-])=O.[Cs+].[Cs+].C12(P(C34CC5CC(CC(C5)C3)C4)CCCC)CC3CC(CC(C3)C1)C2.C1(C)C=CC=CC=1, predict the reaction product. (4) Given the reactants [Br:1][C:2]1[CH:10]=[CH:9][CH:8]=[C:7]2[C:3]=1[C:4]1([CH2:21][O:20][C:19]3[CH:22]=[C:23]4[C:27](=[CH:28][C:18]1=3)[CH2:26][CH2:25][O:24]4)[C:5](=[O:17])[N:6]2[CH2:11][C:12]([O:14]CC)=[O:13].O=C1C2(C3=CC4OCOC=4C=C3OC2)C2C(=CC=CC=2)N1CC(OCC)=O, predict the reaction product. The product is: [Br:1][C:2]1[CH:10]=[CH:9][CH:8]=[C:7]2[C:3]=1[C:4]1([CH2:21][O:20][C:19]3[CH:22]=[C:23]4[C:27](=[CH:28][C:18]1=3)[CH2:26][CH2:25][O:24]4)[C:5](=[O:17])[N:6]2[CH2:11][C:12]([OH:14])=[O:13]. (5) Given the reactants CNC(C)CCN.[C:8]([N:15]1[CH:19]=[CH:18]N=C1)([N:10]1[CH:14]=[CH:13]N=[CH:11]1)=[O:9], predict the reaction product. The product is: [CH3:11][N:10]1[CH:14]([CH3:13])[CH2:18][CH2:19][NH:15][C:8]1=[O:9]. (6) Given the reactants [C:1]([C:3]1[CH:4]=[C:5]([C:13]2[O:17][C:16]([C:18]3[CH:23]=[CH:22][C:21]([O:24][CH2:25][CH2:26][CH2:27][C:28]([O:30]CC)=[O:29])=[CH:20][C:19]=3[CH2:33][CH3:34])=[N:15][N:14]=2)[CH:6]=[CH:7][C:8]=1[O:9][CH:10]([CH3:12])[CH3:11])#[N:2].[OH-].[Na+], predict the reaction product. The product is: [C:1]([C:3]1[CH:4]=[C:5]([C:13]2[O:17][C:16]([C:18]3[CH:23]=[CH:22][C:21]([O:24][CH2:25][CH2:26][CH2:27][C:28]([OH:30])=[O:29])=[CH:20][C:19]=3[CH2:33][CH3:34])=[N:15][N:14]=2)[CH:6]=[CH:7][C:8]=1[O:9][CH:10]([CH3:12])[CH3:11])#[N:2].